Dataset: NCI-60 drug combinations with 297,098 pairs across 59 cell lines. Task: Regression. Given two drug SMILES strings and cell line genomic features, predict the synergy score measuring deviation from expected non-interaction effect. (1) Drug 1: COC1=C(C=C2C(=C1)N=CN=C2NC3=CC(=C(C=C3)F)Cl)OCCCN4CCOCC4. Drug 2: CCC(=C(C1=CC=CC=C1)C2=CC=C(C=C2)OCCN(C)C)C3=CC=CC=C3.C(C(=O)O)C(CC(=O)O)(C(=O)O)O. Cell line: NCIH23. Synergy scores: CSS=18.5, Synergy_ZIP=-3.74, Synergy_Bliss=2.04, Synergy_Loewe=0.0447, Synergy_HSA=2.55. (2) Drug 1: C1CC(=O)NC(=O)C1N2CC3=C(C2=O)C=CC=C3N. Drug 2: C1=NC(=NC(=O)N1C2C(C(C(O2)CO)O)O)N. Cell line: A549. Synergy scores: CSS=8.62, Synergy_ZIP=-2.12, Synergy_Bliss=2.29, Synergy_Loewe=0.582, Synergy_HSA=0.673. (3) Drug 1: C1CN1C2=NC(=NC(=N2)N3CC3)N4CC4. Drug 2: C1=NC2=C(N1)C(=S)N=CN2. Cell line: NCI-H226. Synergy scores: CSS=17.0, Synergy_ZIP=-11.6, Synergy_Bliss=-7.24, Synergy_Loewe=-3.99, Synergy_HSA=-2.98. (4) Drug 1: N.N.Cl[Pt+2]Cl. Drug 2: CC1C(C(CC(O1)OC2CC(CC3=C2C(=C4C(=C3O)C(=O)C5=C(C4=O)C(=CC=C5)OC)O)(C(=O)CO)O)N)O.Cl. Cell line: MALME-3M. Synergy scores: CSS=44.3, Synergy_ZIP=-1.25, Synergy_Bliss=-0.790, Synergy_Loewe=-41.6, Synergy_HSA=-1.83. (5) Drug 1: CC1=C(C(=CC=C1)Cl)NC(=O)C2=CN=C(S2)NC3=CC(=NC(=N3)C)N4CCN(CC4)CCO. Drug 2: CC1C(C(CC(O1)OC2CC(CC3=C2C(=C4C(=C3O)C(=O)C5=CC=CC=C5C4=O)O)(C(=O)C)O)N)O. Cell line: ACHN. Synergy scores: CSS=62.4, Synergy_ZIP=5.72, Synergy_Bliss=5.23, Synergy_Loewe=4.32, Synergy_HSA=8.76. (6) Drug 1: C1CCN(CC1)CCOC2=CC=C(C=C2)C(=O)C3=C(SC4=C3C=CC(=C4)O)C5=CC=C(C=C5)O. Drug 2: COC1=NC(=NC2=C1N=CN2C3C(C(C(O3)CO)O)O)N. Cell line: SK-MEL-5. Synergy scores: CSS=-11.1, Synergy_ZIP=6.54, Synergy_Bliss=2.27, Synergy_Loewe=-3.85, Synergy_HSA=-5.56. (7) Drug 1: CCC1(CC2CC(C3=C(CCN(C2)C1)C4=CC=CC=C4N3)(C5=C(C=C6C(=C5)C78CCN9C7C(C=CC9)(C(C(C8N6C=O)(C(=O)OC)O)OC(=O)C)CC)OC)C(=O)OC)O.OS(=O)(=O)O. Drug 2: C1CCC(C(C1)N)N.C(=O)(C(=O)[O-])[O-].[Pt+4]. Cell line: CAKI-1. Synergy scores: CSS=25.3, Synergy_ZIP=2.53, Synergy_Bliss=1.36, Synergy_Loewe=-2.70, Synergy_HSA=-1.11. (8) Drug 1: C1=NC2=C(N1)C(=S)N=C(N2)N. Drug 2: C1=CC=C(C(=C1)C(C2=CC=C(C=C2)Cl)C(Cl)Cl)Cl. Cell line: EKVX. Synergy scores: CSS=31.0, Synergy_ZIP=2.61, Synergy_Bliss=3.05, Synergy_Loewe=-11.7, Synergy_HSA=3.41.